The task is: Predict which catalyst facilitates the given reaction.. This data is from Catalyst prediction with 721,799 reactions and 888 catalyst types from USPTO. (1) Reactant: [CH2:1]([O:8][C:9]1[CH:10]=[C:11]([CH2:15][NH:16][CH2:17][CH2:18][OH:19])[CH:12]=[CH:13][CH:14]=1)[C:2]1[CH:7]=[CH:6][CH:5]=[CH:4][CH:3]=1.[C:20](Cl)(=[O:25])[C:21]([CH3:24])([CH3:23])[CH3:22].N1C=CC=CC=1. Product: [CH2:1]([O:8][C:9]1[CH:10]=[C:11]([CH2:15][NH:16][CH2:17][CH2:18][O:19][C:20](=[O:25])[C:21]([CH3:24])([CH3:23])[CH3:22])[CH:12]=[CH:13][CH:14]=1)[C:2]1[CH:3]=[CH:4][CH:5]=[CH:6][CH:7]=1. The catalyst class is: 11. (2) Reactant: [C:1]([O:5][C:6]([NH:8][C:9]([CH3:22])([CH2:17][CH2:18][NH:19][C:20]#[N:21])[C:10]([O:12][C:13]([CH3:16])([CH3:15])[CH3:14])=[O:11])=[O:7])([CH3:4])([CH3:3])[CH3:2].Cl.[NH2:24][OH:25].C([O-])([O-])=O.[Na+].[Na+].C(OCC)(=O)C. Product: [C:1]([O:5][C:6]([NH:8][C:9]([CH3:22])([CH2:17][CH2:18][NH:19][C:20]([NH2:21])=[N:24][OH:25])[C:10]([O:12][C:13]([CH3:14])([CH3:15])[CH3:16])=[O:11])=[O:7])([CH3:4])([CH3:2])[CH3:3]. The catalyst class is: 38.